The task is: Predict the reaction yield, written as a fraction of the theoretical maximum amount of product (1.0 means a 100% yield; for example, 0.34 means a 34% yield).. This data is from Reaction yield outcomes from USPTO patents with 853,638 reactions. (1) The reactants are [CH3:1][O:2][C:3]1[CH:11]=[C:10]2[C:6]([C:7]([CH:12]([CH2:17][CH3:18])[C:13]([O:15]C)=[O:14])=[CH:8][CH2:9]2)=[CH:5][CH:4]=1.[OH-].[K+]. The catalyst is CO.O. The product is [CH3:1][O:2][C:3]1[CH:11]=[C:10]2[C:6]([C:7]([CH:12]([CH2:17][CH3:18])[C:13]([OH:15])=[O:14])=[CH:8][CH2:9]2)=[CH:5][CH:4]=1. The yield is 0.950. (2) The reactants are Br[C:2]1[CH:7]=[CH:6][C:5]([CH2:8][N:9]2[C:14](=[O:15])[C:13]([C:16]([NH:18][CH2:19][C:20]([OH:22])=[O:21])=[O:17])=[C:12]([OH:23])[C:11]([CH:24]([CH3:26])[CH3:25])=[N:10]2)=[C:4]([F:27])[CH:3]=1.[CH3:28][S:29][C:30]1[CH:35]=[CH:34][C:33](B(O)O)=[CH:32][CH:31]=1.C(=O)([O-])[O-].[K+].[K+].Cl. The catalyst is O.C1C=CC([P]([Pd]([P](C2C=CC=CC=2)(C2C=CC=CC=2)C2C=CC=CC=2)([P](C2C=CC=CC=2)(C2C=CC=CC=2)C2C=CC=CC=2)[P](C2C=CC=CC=2)(C2C=CC=CC=2)C2C=CC=CC=2)(C2C=CC=CC=2)C2C=CC=CC=2)=CC=1.O1CCOCC1. The product is [F:27][C:4]1[CH:3]=[C:2]([C:33]2[CH:34]=[CH:35][C:30]([S:29][CH3:28])=[CH:31][CH:32]=2)[CH:7]=[CH:6][C:5]=1[CH2:8][N:9]1[C:14](=[O:15])[C:13]([C:16]([NH:18][CH2:19][C:20]([OH:22])=[O:21])=[O:17])=[C:12]([OH:23])[C:11]([CH:24]([CH3:26])[CH3:25])=[N:10]1. The yield is 0.0600. (3) The reactants are [NH2:1][C:2]1[C:3]2[C:10]([C:11]3[CH:16]=[CH:15][C:14]([CH3:17])=[CH:13][CH:12]=3)=[C:9]([CH:18]=O)[N:8]([CH2:20][CH2:21][CH2:22][O:23][Si](C(C)(C)C)(C)C)[C:4]=2[N:5]=[CH:6][N:7]=1.N1CCCCC1.[CH2:37]([NH:44][C:45](=[O:49])[CH2:46][C:47]#[N:48])[C:38]1[CH:43]=[CH:42][CH:41]=[CH:40][CH:39]=1.Cl. The catalyst is C1COCC1.C(OCC)(=O)C.C1C=CC=CC=1. The product is [NH2:1][C:2]1[C:3]2[C:10]([C:11]3[CH:16]=[CH:15][C:14]([CH3:17])=[CH:13][CH:12]=3)=[C:9]([CH:18]=[C:46]([C:47]#[N:48])[C:45]([NH:44][CH2:37][C:38]3[CH:43]=[CH:42][CH:41]=[CH:40][CH:39]=3)=[O:49])[N:8]([CH2:20][CH2:21][CH2:22][OH:23])[C:4]=2[N:5]=[CH:6][N:7]=1. The yield is 0.460.